From a dataset of Forward reaction prediction with 1.9M reactions from USPTO patents (1976-2016). Predict the product of the given reaction. (1) Given the reactants Br[C:2]1[CH:10]=[CH:9][C:5]2[O:6][CH2:7][O:8][C:4]=2[CH:3]=1.[Cl:11][C:12]1[CH:13]=[C:14]2[C:18](=[CH:19][CH:20]=1)[NH:17][C:16](=[O:21])[C:15]2=[O:22], predict the reaction product. The product is: [O:6]1[C:5]2[CH:9]=[CH:10][C:2]([C:15]3([OH:22])[C:14]4[C:18](=[CH:19][CH:20]=[C:12]([Cl:11])[CH:13]=4)[NH:17][C:16]3=[O:21])=[CH:3][C:4]=2[O:8][CH2:7]1. (2) Given the reactants [Cl:1][C:2]1[N:7]=[C:6]2[O:8][C:9]([C:15]3[CH:20]=[CH:19][C:18]([F:21])=[CH:17][CH:16]=3)=[C:10]([C:11](=[O:14])[NH:12][CH3:13])[C:5]2=[CH:4][C:3]=1[C:22]1[CH:23]=[C:24]([C:27](O)=[O:28])[S:25][CH:26]=1.C(N(C(C)C)C(C)C)C.Cl.[C:40]12([NH2:45])[CH2:44][CH:42]([CH2:43]1)[CH2:41]2.CN(C(ON1N=NC2C=CC=NC1=2)=[N+](C)C)C.F[P-](F)(F)(F)(F)F, predict the reaction product. The product is: [C:40]12([NH:45][C:27]([C:24]3[S:25][CH:26]=[C:22]([C:3]4[CH:4]=[C:5]5[C:10]([C:11]([NH:12][CH3:13])=[O:14])=[C:9]([C:15]6[CH:16]=[CH:17][C:18]([F:21])=[CH:19][CH:20]=6)[O:8][C:6]5=[N:7][C:2]=4[Cl:1])[CH:23]=3)=[O:28])[CH2:44][CH:42]([CH2:43]1)[CH2:41]2. (3) Given the reactants [C:1]([C:3]1[S:7][C:6]([C:8]([NH:10][C:11]([CH3:16])([CH3:15])[C:12]([OH:14])=[O:13])=O)=[CH:5][CH:4]=1)#[CH:2], predict the reaction product. The product is: [C:1]([C:3]1[S:7][C:6]([C:8]2[O:13][C:12](=[O:14])[C:11]([CH3:16])([CH3:15])[N:10]=2)=[CH:5][CH:4]=1)#[CH:2]. (4) Given the reactants [OH-].[Na+].C[O:4][C:5]([CH2:7][C:8]1[C:17]2[CH2:16][CH2:15][CH2:14][CH2:13][C:12]=2[C:11](=[O:18])[NH:10][N:9]=1)=[O:6], predict the reaction product. The product is: [C:5]([CH2:7][C:8]1[C:17]2[CH2:16][CH2:15][CH2:14][CH2:13][C:12]=2[C:11](=[O:18])[NH:10][N:9]=1)([OH:6])=[O:4]. (5) Given the reactants [CH3:1][O:2][C:3]1[CH:4]=[C:5]2[C:9](=[CH:10][CH:11]=1)[C:8](=[O:12])[CH2:7][CH2:6]2.[CH:13](=O)[C:14]1[CH:19]=[CH:18][CH:17]=[CH:16][CH:15]=1.[OH-].[K+], predict the reaction product. The product is: [CH3:1][O:2][C:3]1[CH:4]=[C:5]2[C:9](=[CH:10][CH:11]=1)[C:8](=[O:12])[C:7](=[CH:13][C:14]1[CH:19]=[CH:18][CH:17]=[CH:16][CH:15]=1)[CH2:6]2. (6) Given the reactants [CH2:1]([CH:5]1[CH2:10][C:9](=[O:11])[CH2:8][C:7](=[O:12])[N:6]1C(OC(C)(C)C)=O)[CH:2]([CH3:4])[CH3:3], predict the reaction product. The product is: [CH2:1]([CH:5]1[NH:6][C:7](=[O:12])[CH2:8][C:9](=[O:11])[CH2:10]1)[CH:2]([CH3:4])[CH3:3].